This data is from Forward reaction prediction with 1.9M reactions from USPTO patents (1976-2016). The task is: Predict the product of the given reaction. (1) Given the reactants [C:1]1([C:7]2(O)[CH2:12][CH2:11][CH2:10][CH2:9][O:8]2)[CH:6]=[CH:5][CH:4]=[CH:3][CH:2]=1.[CH2:14]([Si](C)(C)C)[CH:15]=[CH2:16].B(F)(F)F.CCOCC, predict the reaction product. The product is: [CH2:16]([C:7]1([C:1]2[CH:6]=[CH:5][CH:4]=[CH:3][CH:2]=2)[CH2:12][CH2:11][CH2:10][CH2:9][O:8]1)[CH:15]=[CH2:14]. (2) Given the reactants [C:1]([C:3]1[CH:8]=[CH:7][C:6]([C:9]([NH:17][S:18]([CH2:20][CH:21]([CH2:23]C)[CH3:22])=[O:19])([C:11]2[N:12]([CH3:16])[CH:13]=[N:14][CH:15]=2)C)=[CH:5][C:4]=1[F:25])#[N:2].[F:26][C:27]1[CH:32]=[CH:31]C([Mg]Br)=[CH:29][CH:28]=1, predict the reaction product. The product is: [C:1]([C:3]1[CH:8]=[CH:7][C:6]([C:9]([C:11]2[N:12]([C:16]3[CH:31]=[CH:32][C:27]([F:26])=[CH:28][CH:29]=3)[CH:13]=[N:14][CH:15]=2)=[N:17][S:18]([CH2:20][CH:21]([CH3:22])[CH3:23])=[O:19])=[CH:5][C:4]=1[F:25])#[N:2].[NH4+:2].[OH-:19]. (3) Given the reactants [F:1][C:2]1[C:26]([CH3:27])=[CH:25][CH:24]=[C:23]([F:28])[C:3]=1[CH2:4][O:5][C:6]([N:8]1[CH2:13][CH2:12][N:11](C(OC(C)(C)C)=O)[CH2:10][C@H:9]1[CH2:21][CH3:22])=[O:7].Cl.O.[OH-].[Na+], predict the reaction product. The product is: [F:1][C:2]1[C:26]([CH3:27])=[CH:25][CH:24]=[C:23]([F:28])[C:3]=1[CH2:4][O:5][C:6]([N:8]1[CH2:13][CH2:12][NH:11][CH2:10][C@H:9]1[CH2:21][CH3:22])=[O:7]. (4) Given the reactants [N+:1]([C:4]1[CH:9]=[CH:8][C:7]([S:10](Cl)(=[O:12])=[O:11])=[CH:6][CH:5]=1)([O-:3])=[O:2].[N:14]1[CH:19]=[CH:18][CH:17]=[CH:16][CH:15]=1.Cl[CH2:21]Cl, predict the reaction product. The product is: [N+:1]([C:4]1[CH:9]=[CH:8][C:7]([S:10]([N:14]2[CH2:19][CH2:18][CH2:17][CH2:16][CH2:15][CH2:21]2)(=[O:12])=[O:11])=[CH:6][CH:5]=1)([O-:3])=[O:2]. (5) Given the reactants [CH2:1]([N:4]1[CH2:8][C:7]2([CH2:13][CH2:12][CH2:11][CH2:10][CH2:9]2)[O:6][C:5]1=[O:14])[C:2]#[CH:3].I[C:16]1[CH:28]=[CH:27][C:19]([CH2:20][N:21]2[CH2:26][CH2:25][O:24][CH2:23][CH2:22]2)=[CH:18][CH:17]=1.C(N(CC)CC)C, predict the reaction product. The product is: [N:21]1([CH2:20][C:19]2[CH:18]=[CH:17][C:16]([C:3]#[C:2][CH2:1][N:4]3[CH2:8][C:7]4([CH2:9][CH2:10][CH2:11][CH2:12][CH2:13]4)[O:6][C:5]3=[O:14])=[CH:28][CH:27]=2)[CH2:22][CH2:23][O:24][CH2:25][CH2:26]1. (6) Given the reactants [F:1][C:2]1[S:6][C:5]([C:7](=O)[CH3:8])=[CH:4][CH:3]=1.[CH3:10][C:11]1[N:16]=[CH:15][C:14]([N:17]=[C:18]([NH2:34])[C:19]2[CH:24]=[CH:23][C:22]([N:25]3[C:29]4=[N:30][CH:31]=[CH:32][CH:33]=[C:28]4[CH:27]=[CH:26]3)=[CH:21][CH:20]=2)=[CH:13][CH:12]=1, predict the reaction product. The product is: [F:1][C:2]1[S:6][C:5]([C:7]2[N:34]=[C:18]([C:19]3[CH:20]=[CH:21][C:22]([N:25]4[C:29]5=[N:30][CH:31]=[CH:32][CH:33]=[C:28]5[CH:27]=[CH:26]4)=[CH:23][CH:24]=3)[N:17]([C:14]3[CH:15]=[N:16][C:11]([CH3:10])=[CH:12][CH:13]=3)[CH:8]=2)=[CH:4][CH:3]=1. (7) Given the reactants [CH2:1]([N:3]1[C:7]2[NH:8][CH2:9][CH2:10][S:11][CH:12]([C:13]3[CH:23]=[CH:22][C:16]([C:17]([O:19]CC)=[O:18])=[CH:15][C:14]=3[CH3:24])[C:6]=2[C:5]([C:25]2[CH:30]=[CH:29][CH:28]=[CH:27][N:26]=2)=[N:4]1)[CH3:2].[OH-].[Na+].C1COCC1.CO, predict the reaction product. The product is: [CH2:1]([N:3]1[C:7]2[NH:8][CH2:9][CH2:10][S:11][CH:12]([C:13]3[CH:23]=[CH:22][C:16]([C:17]([OH:19])=[O:18])=[CH:15][C:14]=3[CH3:24])[C:6]=2[C:5]([C:25]2[CH:30]=[CH:29][CH:28]=[CH:27][N:26]=2)=[N:4]1)[CH3:2]. (8) Given the reactants [NH2:1][C:2]1[CH:3]=[C:4]([C:8]([NH:10][C@@:11]2([C:16]([O:18]CCCC)=[O:17])[CH2:15][CH2:14][O:13][CH2:12]2)=[O:9])[CH:5]=[N:6][CH:7]=1.[OH-].[Na+], predict the reaction product. The product is: [NH2:1][C:2]1[CH:3]=[C:4]([C:8]([NH:10][C@@:11]2([C:16]([OH:18])=[O:17])[CH2:15][CH2:14][O:13][CH2:12]2)=[O:9])[CH:5]=[N:6][CH:7]=1.